Dataset: Forward reaction prediction with 1.9M reactions from USPTO patents (1976-2016). Task: Predict the product of the given reaction. (1) Given the reactants [Cl:1][C:2]1[CH:30]=[N:29][C:5]2[NH:6][C:7]3[C:12]([C:4]=2[CH:3]=1)=[C:11]([C:13]1[CH:18]=[CH:17][CH:16]=[C:15]([S:19]([CH2:22][CH3:23])(=[O:21])=[O:20])[CH:14]=1)[CH:10]=[CH:9][C:8]=3[O:24][CH2:25][CH2:26][CH2:27][OH:28].C(S(C1C=C(C2[C:47]3C4C=C(C)C=NC=4[NH:50][C:46]=3[C:45]([O:56]C[C@H](OC(=O)[C@H](C)N)C)=NC=2)C=CC=1)(=O)=O)C, predict the reaction product. The product is: [NH2:50][C@@H:46]([CH3:47])[C:45]([O:28][CH2:27][CH2:26][CH2:25][O:24][C:8]1[CH:9]=[CH:10][C:11]([C:13]2[CH:18]=[CH:17][CH:16]=[C:15]([S:19]([CH2:22][CH3:23])(=[O:21])=[O:20])[CH:14]=2)=[C:12]2[C:7]=1[NH:6][C:5]1[N:29]=[CH:30][C:2]([Cl:1])=[CH:3][C:4]2=1)=[O:56]. (2) Given the reactants [OH-:1].[K+].C([O:5][C:6](=[O:43])[C:7]([CH3:42])([CH3:41])[CH2:8][CH2:9][CH2:10][CH2:11][CH2:12][CH2:13][C:14]([N+]#[C-])(S(C1C=CC(C)=CC=1)(=O)=O)[CH2:15][CH2:16][CH2:17][CH2:18][CH2:19][CH2:20][C:21]([CH3:28])([CH3:27])[C:22]([O:24]CC)=[O:23])C, predict the reaction product. The product is: [CH3:41][C:7]([CH3:42])([CH2:8][CH2:9][CH2:10][CH2:11][CH2:12][CH2:13][C:14](=[O:1])[CH2:15][CH2:16][CH2:17][CH2:18][CH2:19][CH2:20][C:21]([CH3:28])([CH3:27])[C:22]([OH:24])=[O:23])[C:6]([OH:5])=[O:43].